This data is from NCI-60 drug combinations with 297,098 pairs across 59 cell lines. The task is: Regression. Given two drug SMILES strings and cell line genomic features, predict the synergy score measuring deviation from expected non-interaction effect. (1) Drug 1: CC1=C2C(C(=O)C3(C(CC4C(C3C(C(C2(C)C)(CC1OC(=O)C(C(C5=CC=CC=C5)NC(=O)OC(C)(C)C)O)O)OC(=O)C6=CC=CC=C6)(CO4)OC(=O)C)OC)C)OC. Drug 2: CC(C)NC(=O)C1=CC=C(C=C1)CNNC.Cl. Cell line: NCI-H322M. Synergy scores: CSS=44.7, Synergy_ZIP=6.09, Synergy_Bliss=6.83, Synergy_Loewe=-62.0, Synergy_HSA=5.59. (2) Drug 1: CNC(=O)C1=CC=CC=C1SC2=CC3=C(C=C2)C(=NN3)C=CC4=CC=CC=N4. Drug 2: C1=CC(=CC=C1CCCC(=O)O)N(CCCl)CCCl. Cell line: HT29. Synergy scores: CSS=-0.960, Synergy_ZIP=-6.78, Synergy_Bliss=-5.12, Synergy_Loewe=-7.71, Synergy_HSA=-6.50. (3) Drug 1: C1=C(C(=O)NC(=O)N1)N(CCCl)CCCl. Drug 2: CC1=C(N=C(N=C1N)C(CC(=O)N)NCC(C(=O)N)N)C(=O)NC(C(C2=CN=CN2)OC3C(C(C(C(O3)CO)O)O)OC4C(C(C(C(O4)CO)O)OC(=O)N)O)C(=O)NC(C)C(C(C)C(=O)NC(C(C)O)C(=O)NCCC5=NC(=CS5)C6=NC(=CS6)C(=O)NCCC[S+](C)C)O. Cell line: TK-10. Synergy scores: CSS=15.8, Synergy_ZIP=-3.55, Synergy_Bliss=0.0458, Synergy_Loewe=-2.41, Synergy_HSA=0.0138. (4) Drug 1: C1=CC(=CC=C1C#N)C(C2=CC=C(C=C2)C#N)N3C=NC=N3. Drug 2: C(CCl)NC(=O)N(CCCl)N=O. Cell line: NCI-H322M. Synergy scores: CSS=-1.38, Synergy_ZIP=1.52, Synergy_Bliss=2.46, Synergy_Loewe=-0.970, Synergy_HSA=-0.527. (5) Drug 1: C1CN1P(=S)(N2CC2)N3CC3. Drug 2: CS(=O)(=O)CCNCC1=CC=C(O1)C2=CC3=C(C=C2)N=CN=C3NC4=CC(=C(C=C4)OCC5=CC(=CC=C5)F)Cl. Cell line: HCT-15. Synergy scores: CSS=12.1, Synergy_ZIP=-3.50, Synergy_Bliss=3.84, Synergy_Loewe=-1.13, Synergy_HSA=-0.712. (6) Drug 1: C1=C(C(=O)NC(=O)N1)F. Drug 2: CC1CCC2CC(C(=CC=CC=CC(CC(C(=O)C(C(C(=CC(C(=O)CC(OC(=O)C3CCCCN3C(=O)C(=O)C1(O2)O)C(C)CC4CCC(C(C4)OC)OCCO)C)C)O)OC)C)C)C)OC. Cell line: OVCAR3. Synergy scores: CSS=57.6, Synergy_ZIP=-6.57, Synergy_Bliss=-9.29, Synergy_Loewe=-3.21, Synergy_HSA=-2.50. (7) Drug 1: C1CN1C2=NC(=NC(=N2)N3CC3)N4CC4. Drug 2: CC1=C(N=C(N=C1N)C(CC(=O)N)NCC(C(=O)N)N)C(=O)NC(C(C2=CN=CN2)OC3C(C(C(C(O3)CO)O)O)OC4C(C(C(C(O4)CO)O)OC(=O)N)O)C(=O)NC(C)C(C(C)C(=O)NC(C(C)O)C(=O)NCCC5=NC(=CS5)C6=NC(=CS6)C(=O)NCCC[S+](C)C)O. Synergy scores: CSS=36.6, Synergy_ZIP=-3.17, Synergy_Bliss=0.154, Synergy_Loewe=-2.25, Synergy_HSA=4.80. Cell line: SF-268.